This data is from Reaction yield outcomes from USPTO patents with 853,638 reactions. The task is: Predict the reaction yield, written as a fraction of the theoretical maximum amount of product (1.0 means a 100% yield; for example, 0.34 means a 34% yield). (1) The reactants are F[P-](F)(F)(F)(F)F.C[N+](C)=[C:10](N(C)C)[O:11][N:12]1[C:16]2N=CC=CC=2N=N1.[Cl:25][C:26]1[C:27]2[N:28]([N:42]=[CH:43][CH:44]=2)[C:29]([C:35]2[CH:40]=[CH:39][CH:38]=[C:37]([F:41])[CH:36]=2)=[C:30]([C:32](O)=[O:33])[CH:31]=1.C(N(CC)C(C)C)(C)C.Cl.CNOC. The catalyst is CN(C)C=O.C(OCC)(=O)C. The product is [Cl:25][C:26]1[C:27]2[N:28]([N:42]=[CH:43][CH:44]=2)[C:29]([C:35]2[CH:40]=[CH:39][CH:38]=[C:37]([F:41])[CH:36]=2)=[C:30]([C:32]([N:12]([O:11][CH3:10])[CH3:16])=[O:33])[CH:31]=1. The yield is 0.880. (2) The yield is 0.680. The reactants are [CH3:1][C:2]([SH:5])([CH3:4])[CH3:3].Cl[C:7]([S:9]Cl)=[O:8].C(=O)(O)[O-].[Na+].[C:16]([S:20][S:21][CH2:22][C@H:23]([NH:27][CH3:28])[C:24]([OH:26])=[O:25])([CH3:19])([CH3:18])[CH3:17].Cl.[CH2:30]([N:32](C(C)C)C(C)C)[CH3:31].[Cl-].[NH4+]. The product is [C:2]([S:5][S:9][C:7]([N:27]([CH3:28])[C@@H:23]([CH2:22][S:21][S:20][C:16]([CH3:19])([CH3:18])[CH3:17])[C:24]([O:26][CH2:31][C:30]#[N:32])=[O:25])=[O:8])([CH3:4])([CH3:3])[CH3:1]. The catalyst is O1CCCC1.O.BrCC#N. (3) The catalyst is C(Cl)Cl. The product is [Br:16][CH:12]([C:3]1[CH:4]=[CH:5][CH:6]=[C:7]([C:8]([F:11])([F:10])[F:9])[C:2]=1[Cl:1])[CH3:13]. The reactants are [Cl:1][C:2]1[C:7]([C:8]([F:11])([F:10])[F:9])=[CH:6][CH:5]=[CH:4][C:3]=1[CH:12](O)[CH3:13].P(Br)(Br)[Br:16].C([O-])(O)=O.[Na+]. The yield is 0.970. (4) The yield is 0.470. The reactants are [OH:1][C:2]1[CH:7]=[CH:6][C:5]([C:8]2[C:9]([CH2:21][N:22]([C:40]3[CH:45]=[CH:44][CH:43]=[CH:42][C:41]=3[O:46][CH3:47])C(OCC3C4C=CC=CC=4C4C3=CC=CC=4)=O)=[C:10]3[C:15](=[CH:16][CH:17]=2)[NH:14][C:13]([CH3:19])([CH3:18])[CH:12]=[C:11]3[CH3:20])=[C:4]([O:48][CH3:49])[CH:3]=1.[C:50](N1C=CN=C1)(N1C=CN=C1)=[O:51].[CH3:62][N:63]([CH3:68])[CH2:64][CH2:65][NH:66][CH3:67]. The catalyst is CN(C)C1C=CN=CC=1.O1CCCC1. The product is [CH3:62][N:63]([CH3:68])[CH2:64][CH2:65][N:66]([C:50]([O:1][C:2]1[CH:7]=[CH:6][C:5]([C:8]2[C:9]([CH2:21][NH:22][C:40]3[CH:45]=[CH:44][CH:43]=[CH:42][C:41]=3[O:46][CH3:47])=[C:10]3[C:15](=[CH:16][CH:17]=2)[NH:14][C:13]([CH3:19])([CH3:18])[CH:12]=[C:11]3[CH3:20])=[C:4]([O:48][CH3:49])[CH:3]=1)=[O:51])[CH3:67]. (5) The reactants are [CH3:1][C:2]1[CH:3]=[C:4]([CH:6]=[CH:7][CH:8]=1)[NH2:5].[N:9]([O-])=O.[Na+].C([O-])(=O)C.[Na+].[C:18]([CH2:21][C:22](=[O:24])[CH3:23])(=[O:20])[CH3:19]. The catalyst is C(O)(=O)C.Cl.O.C(O)C. The product is [CH3:1][C:2]1[CH:3]=[C:4]([NH:5][N:9]=[C:21]([C:22](=[O:24])[CH3:23])[C:18](=[O:20])[CH3:19])[CH:6]=[CH:7][CH:8]=1. The yield is 0.240. (6) The reactants are [CH3:1][C:2]1([CH3:11])[CH2:7][C:6]([CH3:9])([CH3:8])[CH2:5][C:4](=O)[CH2:3]1.[CH3:12][O:13][C:14]1[CH:37]=[CH:36][C:17]([C:18]([C:20]2[CH:25]=[CH:24][C:23]([NH:26][S:27]([C:30]3[CH:35]=[CH:34][CH:33]=[CH:32][CH:31]=3)(=[O:29])=[O:28])=[CH:22][CH:21]=2)=O)=[CH:16][CH:15]=1.C([O-])([O-])=O.[K+].[K+]. The catalyst is O1CCCC1.O.[Ti](Cl)(Cl)(Cl)Cl.[Zn]. The product is [CH3:12][O:13][C:14]1[CH:15]=[CH:16][C:17]([C:18](=[C:4]2[CH2:3][C:2]([CH3:11])([CH3:1])[CH2:7][C:6]([CH3:9])([CH3:8])[CH2:5]2)[C:20]2[CH:25]=[CH:24][C:23]([NH:26][S:27]([C:30]3[CH:35]=[CH:34][CH:33]=[CH:32][CH:31]=3)(=[O:29])=[O:28])=[CH:22][CH:21]=2)=[CH:36][CH:37]=1. The yield is 0.800. (7) The reactants are [F:1][C:2]1[CH:3]=[C:4]([CH:50]=[CH:51][CH:52]=1)[CH2:5][N:6]1[C:10]([CH3:11])=[C:9]([C:12]2[C:20]3[C:15](=[N:16][CH:17]=[C:18]([C:21]4[CH:26]=[CH:25][C:24]([N:27]5[CH2:32][CH2:31][N:30]([C:33]([O:35][C:36]([CH3:39])([CH3:38])[CH3:37])=[O:34])[CH2:29][CH2:28]5)=[CH:23][CH:22]=4)[CH:19]=3)[N:14](S(C3C=CC(C)=CC=3)(=O)=O)[CH:13]=2)[CH:8]=[N:7]1.[OH-].[Li+]. The catalyst is C1COCC1.CO.O. The product is [F:1][C:2]1[CH:3]=[C:4]([CH:50]=[CH:51][CH:52]=1)[CH2:5][N:6]1[C:10]([CH3:11])=[C:9]([C:12]2[C:20]3[C:15](=[N:16][CH:17]=[C:18]([C:21]4[CH:22]=[CH:23][C:24]([N:27]5[CH2:32][CH2:31][N:30]([C:33]([O:35][C:36]([CH3:37])([CH3:38])[CH3:39])=[O:34])[CH2:29][CH2:28]5)=[CH:25][CH:26]=4)[CH:19]=3)[NH:14][CH:13]=2)[CH:8]=[N:7]1. The yield is 0.520. (8) The reactants are C[O:2][C:3]1[CH:4]=[C:5]([C:9]2[N:10]=[C:11]([C:14]3[CH:19]=[CH:18][C:17]([O:20]C)=[CH:16][CH:15]=3)[S:12][CH:13]=2)[CH:6]=[CH:7][CH:8]=1. The catalyst is CCCCCC.C(OCC)(=O)C. The product is [OH:20][C:17]1[CH:16]=[CH:15][C:14]([C:11]2[S:12][CH:13]=[C:9]([C:5]3[CH:4]=[C:3]([OH:2])[CH:8]=[CH:7][CH:6]=3)[N:10]=2)=[CH:19][CH:18]=1. The yield is 0.780. (9) The reactants are [N:1]1([CH2:6][CH2:7][CH2:8][OH:9])[CH:5]=[CH:4][N:3]=[N:2]1.C(N(CC)CC)C.[CH3:17][S:18](Cl)(=[O:20])=[O:19]. The catalyst is ClCCl. The product is [CH3:17][S:18]([O:9][CH2:8][CH2:7][CH2:6][N:1]1[CH:5]=[CH:4][N:3]=[N:2]1)(=[O:20])=[O:19]. The yield is 0.750.